From a dataset of Full USPTO retrosynthesis dataset with 1.9M reactions from patents (1976-2016). Predict the reactants needed to synthesize the given product. (1) Given the product [O:2]1[C:6]2[CH:7]=[CH:8][CH:9]=[C:10]([CH:11]3[CH2:16][CH2:15][N:14]([CH2:17][CH2:18][C@H:19]4[CH2:20][CH2:21][C@H:22]([NH:25][C:33](=[O:34])[CH2:32][CH:29]5[CH2:30][CH2:31][O:26][CH2:27][CH2:28]5)[CH2:23][CH2:24]4)[CH2:13][CH2:12]3)[C:5]=2[O:4][CH2:3]1, predict the reactants needed to synthesize it. The reactants are: Cl.[O:2]1[C:6]2[CH:7]=[CH:8][CH:9]=[C:10]([CH:11]3[CH2:16][CH2:15][N:14]([CH2:17][CH2:18][C@H:19]4[CH2:24][CH2:23][C@H:22]([NH2:25])[CH2:21][CH2:20]4)[CH2:13][CH2:12]3)[C:5]=2[O:4][CH2:3]1.[O:26]1[CH2:31][CH2:30][CH:29]([CH2:32][C:33](O)=[O:34])[CH2:28][CH2:27]1. (2) Given the product [Br:1][C:2]1[CH:3]=[C:4]2[C:9](=[CH:10][CH:11]=1)[N:8]([CH3:12])[C:7](=[O:13])[C@@H:6]([CH3:14])[N:5]2[CH2:15][C:16]1[CH:21]=[CH:20][C:19]([O:32][CH3:31])=[CH:18][CH:17]=1, predict the reactants needed to synthesize it. The reactants are: [Br:1][C:2]1[CH:3]=[C:4]2[C:9](=[CH:10][CH:11]=1)[N:8]([CH3:12])[C:7](=[O:13])[CH:6]([CH3:14])[N:5]2[CH2:15][C:16]1[C:21](F)=[CH:20][CH:19]=[CH:18][C:17]=1F.[H-].[Na+].CI.CN([CH:31]=[O:32])C.